From a dataset of Full USPTO retrosynthesis dataset with 1.9M reactions from patents (1976-2016). Predict the reactants needed to synthesize the given product. (1) Given the product [CH:1]([O:4][C:5]1[CH:9]=[C:8]([CH2:10][CH2:11][CH2:12][OH:13])[N:7]([CH2:17][C:18]2[CH:23]=[CH:22][CH:21]=[CH:20][C:19]=2[CH3:24])[N:6]=1)([CH3:2])[CH3:3], predict the reactants needed to synthesize it. The reactants are: [CH:1]([O:4][C:5]1[CH:9]=[C:8]([CH2:10][CH2:11][C:12](OCC)=[O:13])[N:7]([CH2:17][C:18]2[CH:23]=[CH:22][CH:21]=[CH:20][C:19]=2[CH3:24])[N:6]=1)([CH3:3])[CH3:2].[H-].C([Al+]CC(C)C)C(C)C.C(O)C.[Cl-].[NH4+]. (2) Given the product [C:1]([O:5][C:6](=[O:22])[NH:7][C:8]1[CH:13]=[C:12]([N:14]([CH2:16][CH2:17][O:18][CH3:19])[CH3:15])[C:11]([Cl:20])=[CH:10][C:9]=1[NH:21][C:28](=[O:27])[CH2:29][C:30](=[O:50])[C:31]1[CH:36]=[CH:35][CH:34]=[C:33]([N:37]2[C:41]([CH2:42][O:43][CH:44]3[CH2:49][CH2:48][CH2:47][CH2:46][O:45]3)=[CH:40][N:39]=[N:38]2)[CH:32]=1)([CH3:4])([CH3:2])[CH3:3], predict the reactants needed to synthesize it. The reactants are: [C:1]([O:5][C:6](=[O:22])[NH:7][C:8]1[CH:13]=[C:12]([N:14]([CH2:16][CH2:17][O:18][CH3:19])[CH3:15])[C:11]([Cl:20])=[CH:10][C:9]=1[NH2:21])([CH3:4])([CH3:3])[CH3:2].C([O:27][C:28](=O)[CH2:29][C:30](=[O:50])[C:31]1[CH:36]=[CH:35][CH:34]=[C:33]([N:37]2[C:41]([CH2:42][O:43][CH:44]3[CH2:49][CH2:48][CH2:47][CH2:46][O:45]3)=[CH:40][N:39]=[N:38]2)[CH:32]=1)(C)(C)C. (3) The reactants are: B(Br)(Br)Br.C[O:6][C:7]1[CH:8]=[C:9]([C:13]2[O:14][C:15]([CH3:21])=[CH:16][C:17]=2[C:18]([NH2:20])=[O:19])[CH:10]=[CH:11][CH:12]=1.C(=O)([O-])[O-].[Na+].[Na+]. Given the product [OH:6][C:7]1[CH:8]=[C:9]([C:13]2[O:14][C:15]([CH3:21])=[CH:16][C:17]=2[C:18]([NH2:20])=[O:19])[CH:10]=[CH:11][CH:12]=1, predict the reactants needed to synthesize it. (4) Given the product [CH:26]1([NH:29][C:30]2[N:32]=[C:19]([C:18]3[C:8]([C:5]4[CH:4]=[CH:3][C:2]([F:1])=[CH:7][CH:6]=4)=[N:9][N:10]4[CH:15]=[C:14]([C:16]#[N:17])[CH:13]=[CH:12][C:11]=34)[CH:20]=[CH:21][N:31]=2)[CH2:28][CH2:27]1, predict the reactants needed to synthesize it. The reactants are: [F:1][C:2]1[CH:7]=[CH:6][C:5]([C:8]2[C:18]([C:19](=O)[CH:20]=[CH:21]N(C)C)=[C:11]3[CH:12]=[CH:13][C:14]([C:16]#[N:17])=[CH:15][N:10]3[N:9]=2)=[CH:4][CH:3]=1.[CH:26]1([NH:29][C:30]([NH2:32])=[NH:31])[CH2:28][CH2:27]1.C(=O)([O-])[O-].[K+].[K+].O. (5) Given the product [Br:19][CH2:17][C:16]([C:7]1[CH:6]=[C:5]([C:1]([CH3:4])([CH3:2])[CH3:3])[C:14]2[O:13][CH2:12][CH2:11][N:10]([CH3:15])[C:9]=2[CH:8]=1)=[O:18], predict the reactants needed to synthesize it. The reactants are: [C:1]([C:5]1[C:14]2[O:13][CH2:12][CH2:11][N:10]([CH3:15])[C:9]=2[CH:8]=[C:7]([C:16](=[O:18])[CH3:17])[CH:6]=1)([CH3:4])([CH3:3])[CH3:2].[Br-:19].[Br-].[Br-].C([N+](CCCC)(CCCC)CCCC)CCC.C([N+](CCCC)(CCCC)CCCC)CCC.C([N+](CCCC)(CCCC)CCCC)CCC.[Br-].[Br-].[Br-].C([NH3+])CCC.C([NH3+])CCC.C([NH3+])CCC.